Dataset: Peptide-MHC class I binding affinity with 185,985 pairs from IEDB/IMGT. Task: Regression. Given a peptide amino acid sequence and an MHC pseudo amino acid sequence, predict their binding affinity value. This is MHC class I binding data. The binding affinity (normalized) is 0. The MHC is HLA-B07:02 with pseudo-sequence HLA-B07:02. The peptide sequence is ASPVAQSYL.